The task is: Predict the reaction yield, written as a fraction of the theoretical maximum amount of product (1.0 means a 100% yield; for example, 0.34 means a 34% yield).. This data is from Reaction yield outcomes from USPTO patents with 853,638 reactions. (1) The reactants are Br[C:2]1[CH:3]=[C:4]([O:18][CH3:19])[CH:5]=[C:6]2[C:11]=1[O:10][C:9]([C:12]([O:14][CH2:15][CH3:16])=[O:13])=[CH:8][C:7]2=[O:17].C1(P(C2C=CC=CC=2)C2C=CC3C(=CC=CC=3)C=2C2C3C(=CC=CC=3)C=CC=2P(C2C=CC=CC=2)C2C=CC=CC=2)C=CC=CC=1.[CH3:66][N:67]1[CH2:73][CH2:72][CH2:71][NH:70][CH2:69][CH2:68]1.C(=O)([O-])[O-].[Cs+].[Cs+]. The catalyst is C1(C)C=CC=CC=1. The product is [CH2:15]([O:14][C:12]([C:9]1[O:10][C:11]2[C:6]([C:7](=[O:17])[CH:8]=1)=[CH:5][C:4]([O:18][CH3:19])=[CH:3][C:2]=2[N:70]1[CH2:71][CH2:72][CH2:73][N:67]([CH3:66])[CH2:68][CH2:69]1)=[O:13])[CH3:16]. The yield is 0.600. (2) The reactants are [NH2:1][C@@H:2]1[CH2:7][CH2:6][CH2:5][CH2:4][C@@H:3]1[NH2:8].C12BC(CCC1)CCC2.[CH2:18]([O:25][C:26](Cl)=[O:27])[C:19]1[CH:24]=[CH:23][CH:22]=[CH:21][CH:20]=1.O. The catalyst is C1COCC1.CN1C(=O)CCC1.C(OC(=O)C)C. The product is [NH2:1][C@@H:2]1[CH2:7][CH2:6][CH2:5][CH2:4][C@@H:3]1[NH:8][C:26](=[O:27])[O:25][CH2:18][C:19]1[CH:24]=[CH:23][CH:22]=[CH:21][CH:20]=1. The yield is 0.570. (3) The yield is 0.440. The catalyst is O1CCOCC1.C1C=CC(/C=C/C(/C=C/C2C=CC=CC=2)=O)=CC=1.C1C=CC(/C=C/C(/C=C/C2C=CC=CC=2)=O)=CC=1.C1C=CC(/C=C/C(/C=C/C2C=CC=CC=2)=O)=CC=1.[Pd].[Pd]. The reactants are Cl[C:2]1[CH:7]=[C:6]([O:8][C:9]2[C:14]([F:15])=[CH:13][C:12]([NH:16][C:17]([C:19]3[C:20](=[O:35])[N:21]([C:28]4[CH:33]=[CH:32][C:31]([F:34])=[CH:30][CH:29]=4)[CH:22]=[CH:23][C:24]=3[O:25][CH2:26][CH3:27])=[O:18])=[C:11]([F:36])[CH:10]=2)[CH:5]=[CH:4][N:3]=1.[C:37]([NH2:40])(=[O:39])[CH3:38].CC1(C)C2C(=C(P(C3C=CC=CC=3)C3C=CC=CC=3)C=CC=2)OC2C(P(C3C=CC=CC=3)C3C=CC=CC=3)=CC=CC1=2.C([O-])([O-])=O.[Cs+].[Cs+]. The product is [C:37]([NH:40][C:2]1[CH:7]=[C:6]([O:8][C:9]2[C:14]([F:15])=[CH:13][C:12]([NH:16][C:17]([C:19]3[C:20](=[O:35])[N:21]([C:28]4[CH:29]=[CH:30][C:31]([F:34])=[CH:32][CH:33]=4)[CH:22]=[CH:23][C:24]=3[O:25][CH2:26][CH3:27])=[O:18])=[C:11]([F:36])[CH:10]=2)[CH:5]=[CH:4][N:3]=1)(=[O:39])[CH3:38]. (4) The reactants are S(Cl)([Cl:3])=O.[C:5]([C:8]1[C:17]2[C:12](=[CH:13][CH:14]=[CH:15][CH:16]=2)[C:11]([C:18]([OH:20])=O)=[CH:10][CH:9]=1)(=[O:7])[CH3:6]. The catalyst is C1(C)C=CC=CC=1. The product is [C:5]([C:8]1[C:17]2[C:12](=[CH:13][CH:14]=[CH:15][CH:16]=2)[C:11]([C:18]([Cl:3])=[O:20])=[CH:10][CH:9]=1)(=[O:7])[CH3:6]. The yield is 0.987. (5) The reactants are OS(O)(=O)=O.[BrH:6].[NH2:7][C:8]1[C:9]([C:17]2[S:18][C:19]3[CH:25]=[CH:24][CH:23]=[CH:22][C:20]=3[N:21]=2)=[C:10]([CH2:13][CH2:14][CH2:15]O)[NH:11][N:12]=1.[OH-].[Na+]. No catalyst specified. The product is [S:18]1[C:19]2[CH:25]=[CH:24][CH:23]=[CH:22][C:20]=2[N:21]=[C:17]1[C:9]1[C:10]([CH2:13][CH2:14][CH2:15][Br:6])=[N:11][NH:12][C:8]=1[NH2:7]. The yield is 0.800. (6) The reactants are [NH2:1][C:2]1[CH:3]=[C:4]([N:10]2[CH2:15][CH2:14][N:13]([C:16]([C:18]3[CH:23]=[CH:22][CH:21]=[CH:20][CH:19]=3)=[O:17])[CH2:12][CH2:11]2)[CH:5]=[CH:6][C:7]=1[O:8][CH3:9].[C:24]1(B(O)O)[CH:29]=[CH:28][CH:27]=[CH:26][CH:25]=1.C(N(CC)CC)C. The catalyst is C(Cl)Cl.CC([O-])=O.CC([O-])=O.[Cu+2]. The product is [CH3:9][O:8][C:7]1[CH:6]=[CH:5][C:4]([N:10]2[CH2:11][CH2:12][N:13]([C:16]([C:18]3[CH:19]=[CH:20][CH:21]=[CH:22][CH:23]=3)=[O:17])[CH2:14][CH2:15]2)=[CH:3][C:2]=1[NH:1][C:24]1[CH:29]=[CH:28][CH:27]=[CH:26][CH:25]=1. The yield is 0.800. (7) The reactants are [Br:1][C:2]1[C:7]([OH:8])=[CH:6][CH:5]=[CH:4][N:3]=1.[O:9](S(C(F)(F)F)(=O)=O)[S:10]([C:13]([F:16])([F:15])[F:14])(=O)=[O:11]. The catalyst is N1C=CC=CC=1. The product is [Br:1][C:2]1[C:7]([O:8][S:10]([C:13]([F:16])([F:15])[F:14])(=[O:11])=[O:9])=[CH:6][CH:5]=[CH:4][N:3]=1. The yield is 0.940. (8) The reactants are C(O[BH-](OC(=O)C)OC(=O)C)(=O)C.[Na+].Cl.[F:16][C:17]1[CH:42]=[CH:41][C:20]([C:21]([NH:23][C@H:24]2[C:33]3[C:28](=[CH:29][CH:30]=[C:31]([N:34]4[CH2:39][CH2:38][NH:37][CH2:36][CH2:35]4)[CH:32]=3)[O:27][CH2:26][C@@H:25]2[OH:40])=[O:22])=[CH:19][CH:18]=1.[O:43]1[CH2:46][C:45](=O)[CH2:44]1.C(=O)(O)[O-].[Na+]. The catalyst is C(#N)C.ClCCl. The product is [F:16][C:17]1[CH:42]=[CH:41][C:20]([C:21]([NH:23][C@H:24]2[C:33]3[C:28](=[CH:29][CH:30]=[C:31]([N:34]4[CH2:39][CH2:38][N:37]([CH:45]5[CH2:46][O:43][CH2:44]5)[CH2:36][CH2:35]4)[CH:32]=3)[O:27][CH2:26][C@@H:25]2[OH:40])=[O:22])=[CH:19][CH:18]=1. The yield is 0.730. (9) The reactants are [Br:1][C:2]1[C:7]([C:8]([NH2:10])=O)=[CH:6][C:5]([NH:11][C:12]([NH:14][CH2:15][CH3:16])=[O:13])=[N:4][CH:3]=1.COC1C=CC(P2(SP(C3C=CC(OC)=CC=3)(=S)S2)=[S:26])=CC=1. The catalyst is O1CCCC1. The product is [Br:1][C:2]1[C:7]([C:8](=[S:26])[NH2:10])=[CH:6][C:5]([NH:11][C:12]([NH:14][CH2:15][CH3:16])=[O:13])=[N:4][CH:3]=1. The yield is 0.770.